Dataset: Merck oncology drug combination screen with 23,052 pairs across 39 cell lines. Task: Regression. Given two drug SMILES strings and cell line genomic features, predict the synergy score measuring deviation from expected non-interaction effect. (1) Drug 1: COc1cc(C2c3cc4c(cc3C(OC3OC5COC(C)OC5C(O)C3O)C3COC(=O)C23)OCO4)cc(OC)c1O. Drug 2: COC1CC2CCC(C)C(O)(O2)C(=O)C(=O)N2CCCCC2C(=O)OC(C(C)CC2CCC(OP(C)(C)=O)C(OC)C2)CC(=O)C(C)C=C(C)C(O)C(OC)C(=O)C(C)CC(C)C=CC=CC=C1C. Cell line: PA1. Synergy scores: synergy=-22.9. (2) Drug 1: N.N.O=C(O)C1(C(=O)O)CCC1.[Pt]. Drug 2: C=CCn1c(=O)c2cnc(Nc3ccc(N4CCN(C)CC4)cc3)nc2n1-c1cccc(C(C)(C)O)n1. Cell line: HT144. Synergy scores: synergy=6.60. (3) Drug 1: COc1cc(C2c3cc4c(cc3C(OC3OC5COC(C)OC5C(O)C3O)C3COC(=O)C23)OCO4)cc(OC)c1O. Drug 2: O=C(NOCC(O)CO)c1ccc(F)c(F)c1Nc1ccc(I)cc1F. Cell line: EFM192B. Synergy scores: synergy=20.8. (4) Drug 1: CN1C(=O)C=CC2(C)C3CCC4(C)C(NC(=O)OCC(F)(F)F)CCC4C3CCC12. Drug 2: NC1(c2ccc(-c3nc4ccn5c(=O)[nH]nc5c4cc3-c3ccccc3)cc2)CCC1. Cell line: VCAP. Synergy scores: synergy=46.7.